From a dataset of Reaction yield outcomes from USPTO patents with 853,638 reactions. Predict the reaction yield, written as a fraction of the theoretical maximum amount of product (1.0 means a 100% yield; for example, 0.34 means a 34% yield). (1) The reactants are [Cl:1][C:2]1[C:3]([F:23])=[C:4]([NH:9][C:10]2[C:19]3[C:14](=[CH:15][C:16]([O:21][CH3:22])=[C:17]([OH:20])[CH:18]=3)[N:13]=[CH:12][N:11]=2)[CH:5]=[CH:6][C:7]=1[Cl:8].CC1C=CC(S(O[CH:35]2[CH2:40][CH2:39][N:38]([C:41](=[O:44])[CH:42]=[CH2:43])[CH2:37][CH2:36]2)(=O)=O)=CC=1.C([O-])([O-])=O.[K+].[K+]. The catalyst is CC(N(C)C)=O. The product is [Cl:1][C:2]1[C:3]([F:23])=[C:4]([NH:9][C:10]2[C:19]3[C:14](=[CH:15][C:16]([O:21][CH3:22])=[C:17]([O:20][CH:35]4[CH2:40][CH2:39][N:38]([C:41](=[O:44])[CH:42]=[CH2:43])[CH2:37][CH2:36]4)[CH:18]=3)[N:13]=[CH:12][N:11]=2)[CH:5]=[CH:6][C:7]=1[Cl:8]. The yield is 0.770. (2) The reactants are [NH2:1][C:2]1[CH:10]=[C:9]([C:11]([F:14])([F:13])[F:12])[CH:8]=[CH:7][C:3]=1[C:4]([OH:6])=O.N1[CH:19]=[CH:18]N=C1.C(Cl)(=O)C.Cl.[NH2:25][CH:26]1[CH2:31][CH2:30][C:29](=[O:32])[NH:28][C:27]1=[O:33].P(OC1C=CC=CC=1)(OC1C=CC=CC=1)OC1C=CC=CC=1. The catalyst is C(#N)C.CS(C)=O.O. The product is [CH3:18][C:19]1[N:25]([CH:26]2[CH2:31][CH2:30][C:29](=[O:32])[NH:28][C:27]2=[O:33])[C:4](=[O:6])[C:3]2[C:2](=[CH:10][C:9]([C:11]([F:14])([F:13])[F:12])=[CH:8][CH:7]=2)[N:1]=1. The yield is 0.240.